Dataset: Catalyst prediction with 721,799 reactions and 888 catalyst types from USPTO. Task: Predict which catalyst facilitates the given reaction. (1) Reactant: [CH3:1][S:2]([C:5]1[CH:6]=[C:7]([C:11]2[N:19]3[C:14]([CH:15]=[N:16][C:17]([NH:20][C:21]4[CH:26]=[CH:25][C:24]([C:27]5[CH2:28][CH2:29][N:30]([CH2:33][C:34]([NH2:36])=[O:35])[CH2:31][CH:32]=5)=[C:23]([C:37]([F:40])([F:39])[F:38])[CH:22]=4)=[N:18]3)=[CH:13][CH:12]=2)[CH:8]=[CH:9][CH:10]=1)(=[O:4])=[O:3].CS(C1C=C(C2N3C(C=N[C:57]([OH:60])=N3)=CC=2)C=CC=1)(=O)=O.NC1C=CC(C2CCN(CC(N)=O)CC=2)=C([C:78]([F:81])([F:80])[F:79])C=1. Product: [CH3:1][S:2]([C:5]1[CH:6]=[C:7]([C:11]2[N:19]3[C:14]([CH:15]=[N:16][C:17]([NH:20][C:21]4[CH:26]=[CH:25][C:24]([C:27]5[CH2:28][CH2:29][N:30]([CH2:33][C:34]([NH2:36])=[O:35])[CH2:31][CH:32]=5)=[C:23]([C:37]([F:39])([F:38])[F:40])[CH:22]=4)=[N:18]3)=[CH:13][CH:12]=2)[CH:8]=[CH:9][CH:10]=1)(=[O:3])=[O:4].[C:57]([OH:60])([C:78]([F:81])([F:80])[F:79])=[O:3]. The catalyst class is: 16. (2) Reactant: [CH2:1]([O:8][C:9]1[C:18]2[C:13](=[CH:14][CH:15]=[C:16]([C:19]3[CH:24]=[CH:23][CH:22]=[C:21](Br)[N:20]=3)[CH:17]=2)[N:12]=[CH:11][CH:10]=1)[C:2]1[CH:7]=[CH:6][CH:5]=[CH:4][CH:3]=1.[F:26][C:27]1[CH:32]=[CH:31][CH:30]=[C:29]([F:33])[C:28]=1B(O)O.C(N(C(C)C)CC)(C)C. Product: [CH2:1]([O:8][C:9]1[C:18]2[C:13](=[CH:14][CH:15]=[C:16]([C:19]3[CH:24]=[CH:23][CH:22]=[C:21]([C:28]4[C:27]([F:26])=[CH:32][CH:31]=[CH:30][C:29]=4[F:33])[N:20]=3)[CH:17]=2)[N:12]=[CH:11][CH:10]=1)[C:2]1[CH:7]=[CH:6][CH:5]=[CH:4][CH:3]=1. The catalyst class is: 234.